This data is from Peptide-MHC class II binding affinity with 134,281 pairs from IEDB. The task is: Regression. Given a peptide amino acid sequence and an MHC pseudo amino acid sequence, predict their binding affinity value. This is MHC class II binding data. The peptide sequence is QKLIEDINASFRAAM. The MHC is DRB1_0101 with pseudo-sequence DRB1_0101. The binding affinity (normalized) is 0.704.